This data is from Reaction yield outcomes from USPTO patents with 853,638 reactions. The task is: Predict the reaction yield, written as a fraction of the theoretical maximum amount of product (1.0 means a 100% yield; for example, 0.34 means a 34% yield). (1) The reactants are [CH3:1][NH:2][C:3]1[CH:8]=[CH:7][N:6]=[CH:5][CH:4]=1.C([Li])CCC.[C:14](=[S:16])=[S:15].Br[CH2:18][C:19]#[N:20]. The catalyst is C1COCC1. The product is [CH3:1][N:2]([C:3]1[CH:8]=[CH:7][N:6]=[CH:5][CH:4]=1)[C:14]([S:16][CH2:18][C:19]#[N:20])=[S:15]. The yield is 0.590. (2) The reactants are [CH3:1][O:2][C:3]1[CH:4]=[C:5]([C:16]2[CH:17]=[C:18]([CH:21]=[CH:22][CH:23]=2)[CH:19]=O)[C:6]2[C:11](=[O:12])[O:10][C:9]([CH3:14])([CH3:13])[O:8][C:7]=2[CH:15]=1.[CH3:24][O:25][C:26](=[O:47])[CH:27]=P(C1C=CC=CC=1)(C1C=CC=CC=1)C1C=CC=CC=1. The catalyst is C(Cl)Cl.O. The product is [CH3:1][O:2][C:3]1[CH:4]=[C:5]([C:16]2[CH:17]=[C:18](/[CH:19]=[CH:27]/[C:26]([O:25][CH3:24])=[O:47])[CH:21]=[CH:22][CH:23]=2)[C:6]2[C:11](=[O:12])[O:10][C:9]([CH3:14])([CH3:13])[O:8][C:7]=2[CH:15]=1. The yield is 0.860. (3) The reactants are O=C[C@@H]([C@H]([C@@H]([C@@H](CO)O)O)O)O.C1C=[N+]([C@@H]2O[C@H](COP(OP(OC[C@H]3O[C@@H](N4C5N=CN=C(N)C=5N=C4)[C@H](OP(O)(O)=O)[C@@H]3O)(O)=O)(O)=O)[C@@H](O)[C@H]2O)C=C(C(N)=O)C=1.[Cl:61][CH2:62][C:63](=[O:80])[C@@H:64]([NH:72][C:73]([O:75][C:76]([CH3:79])([CH3:78])[CH3:77])=[O:74])[CH2:65][C:66]1[CH:71]=[CH:70][CH:69]=[CH:68][CH:67]=1. No catalyst specified. The product is [Cl:61][CH2:62][C@H:63]([OH:80])[C@@H:64]([NH:72][C:73]([O:75][C:76]([CH3:78])([CH3:77])[CH3:79])=[O:74])[CH2:65][C:66]1[CH:71]=[CH:70][CH:69]=[CH:68][CH:67]=1. The yield is 0.990. (4) The reactants are [OH-].[K+].C([O:5][C:6](=[O:31])[C:7]([CH2:22][CH2:23][CH2:24][CH2:25][C:26]([CH3:30])([CH3:29])[CH2:27][OH:28])([CH2:13][CH2:14][CH2:15][CH2:16][C:17]([CH3:21])([CH3:20])[CH2:18][OH:19])[C:8]([O:10]CC)=[O:9])C. The catalyst is O.C(O)C. The product is [OH:28][CH2:27][C:26]([CH3:30])([CH3:29])[CH2:25][CH2:24][CH2:23][CH2:22][C:7]([CH2:13][CH2:14][CH2:15][CH2:16][C:17]([CH3:21])([CH3:20])[CH2:18][OH:19])([C:8]([OH:10])=[O:9])[C:6]([OH:31])=[O:5]. The yield is 0.820. (5) The reactants are C1C=CC(P(C2C(C3C(P(C4C=CC=CC=4)C4C=CC=CC=4)=CC=C4C=3C=CC=C4)=C3C(C=CC=C3)=CC=2)C2C=CC=CC=2)=CC=1.CC(C)([O-])C.[Na+].Br[C:54]1[CH:55]=[N:56][C:57]2[C:62]([CH:63]=1)=[N:61][CH:60]=[CH:59][C:58]=2[Cl:64].[C:65]1([C:71]([C:73]2[CH:78]=[CH:77][CH:76]=[CH:75][CH:74]=2)=[NH:72])[CH:70]=[CH:69][CH:68]=[CH:67][CH:66]=1. The catalyst is ClCCl.C1C=CC(/C=C/C(/C=C/C2C=CC=CC=2)=O)=CC=1.C1C=CC(/C=C/C(/C=C/C2C=CC=CC=2)=O)=CC=1.C1C=CC(/C=C/C(/C=C/C2C=CC=CC=2)=O)=CC=1.[Pd].[Pd].C1(C)C=CC=CC=1. The product is [Cl:64][C:58]1[CH:59]=[CH:60][N:61]=[C:62]2[C:57]=1[N:56]=[CH:55][C:54]([N:72]=[C:71]([C:65]1[CH:70]=[CH:69][CH:68]=[CH:67][CH:66]=1)[C:73]1[CH:78]=[CH:77][CH:76]=[CH:75][CH:74]=1)=[CH:63]2. The yield is 0.500. (6) The catalyst is C(Cl)Cl. The reactants are C[O:2][CH2:3][C@H:4]([CH3:35])[O:5][C:6]1[CH:7]=[C:8]([C:23]2[NH:27][C:26]([C:28]3[O:29][C@@H:30]([CH2:33][OH:34])[CH2:31][N:32]=3)=[CH:25][CH:24]=2)[CH:9]=[C:10]([O:12][C:13]2[CH:14]=[N:15][C:16]([S:19]([CH3:22])(=[O:21])=[O:20])=[CH:17][CH:18]=2)[CH:11]=1.B(Br)(Br)Br.[OH-].[Na+]. The product is [OH:34][CH2:33][C@@H:30]1[O:29][C:28]([C:26]2[NH:27][C:23]([C:8]3[CH:7]=[C:6]([CH:11]=[C:10]([O:12][C:13]4[CH:14]=[N:15][C:16]([S:19]([CH3:22])(=[O:20])=[O:21])=[CH:17][CH:18]=4)[CH:9]=3)[O:5][C@@H:4]([CH3:35])[CH2:3][OH:2])=[CH:24][CH:25]=2)=[N:32][CH2:31]1. The yield is 0.290. (7) The reactants are C1CO[C:8]2[CH:7]=[CH:6][C:5]([NH:11][C:12]3[C:17]([F:18])=[CH:16][N:15]=[C:14]([NH:19][C:20]4[CH:25]=[CH:24][CH:23]=[C:22](O)C=4)[N:13]=3)=[CH:4][C:3]=2[O:2]1.ClC1N=C(NC2C=CC=[C:37]([OH:41])[CH:36]=2)C(F)=CN=1.CC1OC(C)=CC=1CN. No catalyst specified. The product is [CH3:36][C:37]1[O:41][C:23]([CH3:22])=[CH:24][C:25]=1[CH2:20][NH:19][C:14]1[N:13]=[C:12]([NH:11][C:5]2[CH:6]=[CH:7][CH:8]=[C:3]([OH:2])[CH:4]=2)[C:17]([F:18])=[CH:16][N:15]=1. The yield is 0.590.